Dataset: Reaction yield outcomes from USPTO patents with 853,638 reactions. Task: Predict the reaction yield, written as a fraction of the theoretical maximum amount of product (1.0 means a 100% yield; for example, 0.34 means a 34% yield). (1) The reactants are [F:1][C:2]([C:5]1[C:10]([CH2:11][NH:12]C(=O)OC(C)(C)C)=[CH:9][N:8]=[CH:7][N:6]=1)([CH3:4])[CH3:3].[ClH:20]. The catalyst is C(Cl)Cl. The product is [ClH:20].[ClH:20].[F:1][C:2]([C:5]1[C:10]([CH2:11][NH2:12])=[CH:9][N:8]=[CH:7][N:6]=1)([CH3:3])[CH3:4]. The yield is 1.00. (2) The reactants are [F:1][C:2]1[CH:3]=[C:4]([C@H:8]2[CH2:12][CH2:11][CH2:10][N:9]2[C:13]2[CH:18]=[CH:17][N:16]3[N:19]=[CH:20][C:21]([C:22]([OH:24])=O)=[C:15]3[N:14]=2)[CH:5]=[N:6][CH:7]=1.CN(C(ON1N=NC2C=CC=NC1=2)=[N+](C)C)C.F[P-](F)(F)(F)(F)F.[F:49][C:50]1[CH:51]=[CH:52][C:53]([NH2:56])=[N:54][CH:55]=1.CCN(C(C)C)C(C)C. The catalyst is CN(C=O)C. The product is [F:49][C:50]1[CH:51]=[CH:52][C:53]([NH:56][C:22]([C:21]2[CH:20]=[N:19][N:16]3[CH:17]=[CH:18][C:13]([N:9]4[CH2:10][CH2:11][CH2:12][C@@H:8]4[C:4]4[CH:5]=[N:6][CH:7]=[C:2]([F:1])[CH:3]=4)=[N:14][C:15]=23)=[O:24])=[N:54][CH:55]=1. The yield is 0.780. (3) The reactants are [Br:1][C:2]1[CH:3]=[CH:4][C:5]2[O:10][CH2:9][C:8](=[O:11])[NH:7][C:6]=2[CH:12]=1.C([O-])([O-])=O.[K+].[K+].[CH2:19]([O:21][C:22](=[O:26])[CH:23](Br)[CH3:24])[CH3:20]. The catalyst is CC(C)=O. The product is [CH2:19]([O:21][C:22](=[O:26])[CH:23]([N:7]1[C:6]2[CH:12]=[C:2]([Br:1])[CH:3]=[CH:4][C:5]=2[O:10][CH2:9][C:8]1=[O:11])[CH3:24])[CH3:20]. The yield is 0.840.